Dataset: Forward reaction prediction with 1.9M reactions from USPTO patents (1976-2016). Task: Predict the product of the given reaction. (1) Given the reactants [Cl:1][C:2]1[CH:3]=[C:4]([N:8]2[C:12]([C:13]3[CH:18]=[CH:17][CH:16]=[C:15]([O:19][CH3:20])[CH:14]=3)=[CH:11][C:10]([C:21]([O:23]CC)=[O:22])=[N:9]2)[CH:5]=[CH:6][CH:7]=1.[OH-].[Li+], predict the reaction product. The product is: [Cl:1][C:2]1[CH:3]=[C:4]([N:8]2[C:12]([C:13]3[CH:18]=[CH:17][CH:16]=[C:15]([O:19][CH3:20])[CH:14]=3)=[CH:11][C:10]([C:21]([OH:23])=[O:22])=[N:9]2)[CH:5]=[CH:6][CH:7]=1. (2) Given the reactants [CH3:1][O:2][C:3](=[O:12])[CH2:4][C:5]1[CH:6]=[N:7][CH:8]=[C:9](Br)[CH:10]=1.C1(P(C2CCCCC2)C2C=CC=CC=2C2C(OC)=CC=CC=2OC)CCCCC1.P([O-])([O-])([O-])=O.[K+].[K+].[K+].[CH2:50]([C:52]([C:70]1[CH:83]=[CH:82][C:73]([O:74][CH2:75][CH:76]([OH:81])[C:77]([CH3:80])([CH3:79])[CH3:78])=[C:72]([CH3:84])[CH:71]=1)([C:55]1[CH:60]=[CH:59][C:58](B2OC(C)(C)C(C)(C)O2)=[CH:57][CH:56]=1)[CH2:53][CH3:54])[CH3:51].C(=O)(O)[O-].[Na+], predict the reaction product. The product is: [CH3:1][O:2][C:3](=[O:12])[CH2:4][C:5]1[CH:6]=[N:7][CH:8]=[C:9]([C:58]2[CH:57]=[CH:56][C:55]([C:52]([CH2:50][CH3:51])([C:70]3[CH:83]=[CH:82][C:73]([O:74][CH2:75][CH:76]([OH:81])[C:77]([CH3:78])([CH3:79])[CH3:80])=[C:72]([CH3:84])[CH:71]=3)[CH2:53][CH3:54])=[CH:60][CH:59]=2)[CH:10]=1. (3) The product is: [CH3:1][N:2]1[CH:6]=[CH:5][CH:4]=[C:3]1[C:7]1[NH:18][C:12]2[CH:11]=[C:10]([Cl:9])[C:15]([Cl:16])=[CH:14][C:13]=2[N:17]=1. Given the reactants [CH3:1][N:2]1[CH:6]=[CH:5][CH:4]=[C:3]1[CH:7]=O.[Cl:9][C:10]1[C:15]([Cl:16])=[CH:14][C:13]([NH2:17])=[C:12]([NH2:18])[CH:11]=1, predict the reaction product. (4) Given the reactants [CH2:1]([O:3][C:4](=[O:10])[CH2:5][C:6](=[O:9])[CH2:7][CH3:8])[CH3:2].[Br:11][C:12]1[CH:17]=[CH:16][C:15]([CH2:18]Br)=[CH:14][CH:13]=1, predict the reaction product. The product is: [CH2:1]([O:3][C:4](=[O:10])[CH:5]([CH2:18][C:15]1[CH:16]=[CH:17][C:12]([Br:11])=[CH:13][CH:14]=1)[C:6](=[O:9])[CH2:7][CH3:8])[CH3:2]. (5) Given the reactants [Br:1][C:2]1[N:3]=[C:4](Br)[C:5]2[N:6]([CH:8]=[CH:9][N:10]=2)[CH:7]=1.[C:12]([O:16][C:17]([N:19]1[CH2:24][CH2:23][N:22]([C:25]2[CH:30]=[CH:29][C:28]([NH2:31])=[CH:27][CH:26]=2)[CH2:21][CH2:20]1)=[O:18])([CH3:15])([CH3:14])[CH3:13].C(=O)([O-])[O-].[K+].[K+].C(#N)C, predict the reaction product. The product is: [C:12]([O:16][C:17]([N:19]1[CH2:24][CH2:23][N:22]([C:25]2[CH:26]=[CH:27][C:28]([NH:31][C:4]3[C:5]4[N:6]([CH:8]=[CH:9][N:10]=4)[CH:7]=[C:2]([Br:1])[N:3]=3)=[CH:29][CH:30]=2)[CH2:21][CH2:20]1)=[O:18])([CH3:15])([CH3:13])[CH3:14]. (6) Given the reactants [N-:1]=[N+:2]=[N-:3].[Na+].CC1C=CC(S(O[CH2:16][CH2:17][C:18]#[C:19][Si:20]([CH2:25][CH3:26])([CH2:23][CH3:24])[CH2:21][CH3:22])(=O)=O)=CC=1, predict the reaction product. The product is: [N:1]([CH2:16][CH2:17][C:18]#[C:19][Si:20]([CH2:25][CH3:26])([CH2:21][CH3:22])[CH2:23][CH3:24])=[N+:2]=[N-:3]. (7) Given the reactants [C:1]([C@:3]([CH3:26])([C@H:7]([C:18]1[CH:23]=[CH:22][CH:21]=[CH:20][C:19]=1[O:24][CH3:25])[C:8]1[C:17]2[C:12](=[CH:13][CH:14]=[CH:15][CH:16]=2)[CH:11]=[CH:10][CH:9]=1)[C:4](O)=[O:5])#[N:2].C(Cl)(=O)C(Cl)=O.Cl.[Cl:34][C:35]1[C:40]([Cl:41])=[CH:39][CH:38]=[CH:37][C:36]=1[N:42]1[CH2:47][CH2:46][NH:45][CH2:44][CH2:43]1.C(N(CC)CC)C, predict the reaction product. The product is: [Cl:34][C:35]1[C:40]([Cl:41])=[CH:39][CH:38]=[CH:37][C:36]=1[N:42]1[CH2:47][CH2:46][N:45]([C:4](=[O:5])[C@:3]([C@H:7]([C:18]2[CH:23]=[CH:22][CH:21]=[CH:20][C:19]=2[O:24][CH3:25])[C:8]2[C:17]3[C:12](=[CH:13][CH:14]=[CH:15][CH:16]=3)[CH:11]=[CH:10][CH:9]=2)([CH3:26])[C:1]#[N:2])[CH2:44][CH2:43]1. (8) Given the reactants [OH:1][C:2]1[CH:15]=[CH:14][C:5]([C:6]([C:8]2[CH:13]=[CH:12][CH:11]=[CH:10][CH:9]=2)=[O:7])=[CH:4][CH:3]=1.CN1CC[CH2:19][C:18]1=O, predict the reaction product. The product is: [CH:18]([O:1][C:2]1[CH:3]=[CH:4][C:5]([C:6]([C:8]2[CH:13]=[CH:12][CH:11]=[CH:10][CH:9]=2)=[O:7])=[CH:14][CH:15]=1)=[CH2:19]. (9) The product is: [CH2:1]([C@H:5]1[C:6](=[O:15])[NH:7][C@@H:8]([CH2:11][CH:12]([CH3:14])[CH3:13])[CH2:9][N:10]1[C:28](=[O:29])/[CH:27]=[CH:26]/[C:23]1[CH:24]=[CH:25][C:20]([C:18]([O:17][CH3:16])=[O:19])=[CH:21][CH:22]=1)[CH:2]([CH3:4])[CH3:3]. Given the reactants [CH2:1]([C@@H:5]1[NH:10][CH2:9][C@H:8]([CH2:11][CH:12]([CH3:14])[CH3:13])[NH:7][C:6]1=[O:15])[CH:2]([CH3:4])[CH3:3].[CH3:16][O:17][C:18]([C:20]1[CH:25]=[CH:24][C:23](/[CH:26]=[CH:27]/[C:28](O)=[O:29])=[CH:22][CH:21]=1)=[O:19].C([C@@H]1N(C([C@@H]2C[C@H]2C2C=CC=CC=2)=O)C[C@H](CC(C)C)NC1=O)C(C)C, predict the reaction product.